This data is from Retrosynthesis with 50K atom-mapped reactions and 10 reaction types from USPTO. The task is: Predict the reactants needed to synthesize the given product. (1) Given the product CCOC(=O)CCc1ccc(Oc2ccc([N+](=O)[O-])cc2)cc1, predict the reactants needed to synthesize it. The reactants are: CCOC(=O)CCc1ccc(O)cc1.O=[N+]([O-])c1ccc(F)cc1. (2) Given the product Cc1oc(-c2ccc(C(=O)O)cc2)nc1CS(=O)(=O)C1CCN(C(=O)OC(C)(C)C)CC1, predict the reactants needed to synthesize it. The reactants are: COC(=O)c1ccc(-c2nc(CS(=O)(=O)C3CCN(C(=O)OC(C)(C)C)CC3)c(C)o2)cc1.